Dataset: Full USPTO retrosynthesis dataset with 1.9M reactions from patents (1976-2016). Task: Predict the reactants needed to synthesize the given product. (1) Given the product [N:21]1[CH:22]=[CH:23][C:18]([C:11]2[C:10]3[C:15](=[CH:16][CH:17]=[C:8]([C:7]#[C:2][C:3]([O:5][CH2:6][CH3:27])=[O:4])[CH:9]=3)[N:14]=[CH:13][CH:12]=2)=[CH:19][CH:20]=1, predict the reactants needed to synthesize it. The reactants are: Br[CH:2]([CH:7](Br)[C:8]1[CH:9]=[C:10]2[C:15](=[CH:16][CH:17]=1)[N:14]=[CH:13][CH:12]=[C:11]2[C:18]1[CH:23]=[CH:22][N:21]=[CH:20][CH:19]=1)[C:3]([O:5][CH3:6])=[O:4].[OH-].[K+].[CH2:27](O)C. (2) Given the product [ClH:32].[C:29]([C:27]1[CH:26]=[CH:25][N:24]=[C:23]([C:21]([NH:20][C:17]2[CH:18]=[CH:19][C:14]([C@@H:10]3[O:11][CH2:12][CH2:13][NH:8][CH2:9]3)=[CH:15][C:16]=2[F:31])=[O:22])[CH:28]=1)#[N:30], predict the reactants needed to synthesize it. The reactants are: C(OC([N:8]1[CH2:13][CH2:12][O:11][C@@H:10]([C:14]2[CH:19]=[CH:18][C:17]([NH:20][C:21]([C:23]3[CH:28]=[C:27]([C:29]#[N:30])[CH:26]=[CH:25][N:24]=3)=[O:22])=[C:16]([F:31])[CH:15]=2)[CH2:9]1)=O)(C)(C)C.[ClH:32].O1CCOCC1. (3) Given the product [Cl:15][C:16]1[CH:17]=[CH:18][C:19]([CH2:20][N:21]2[C:29]3[C:24](=[CH:25][CH:26]=[CH:27][CH:28]=3)[C:23]([C:30](=[O:44])[C:31]([N:33]([C:34]3[CH:35]=[C:36]4[C:41](=[CH:42][CH:43]=3)[N:40]=[CH:39][CH:38]=[CH:37]4)[C:12](=[O:14])[CH3:13])=[O:32])=[CH:22]2)=[CH:45][CH:46]=1, predict the reactants needed to synthesize it. The reactants are: C(N(CC)CC)C.C(O[C:12](=[O:14])[CH3:13])(=O)C.[Cl:15][C:16]1[CH:46]=[CH:45][C:19]([CH2:20][N:21]2[C:29]3[C:24](=[CH:25][CH:26]=[CH:27][CH:28]=3)[C:23]([C:30](=[O:44])[C:31]([NH:33][C:34]3[CH:35]=[C:36]4[C:41](=[CH:42][CH:43]=3)[N:40]=[CH:39][CH:38]=[CH:37]4)=[O:32])=[CH:22]2)=[CH:18][CH:17]=1.C(OCC)(=O)C. (4) Given the product [NH2:8][C:5]1[CH:4]=[C:3]([S:11]([NH:14][CH2:15][CH2:16][OH:17])(=[O:13])=[O:12])[CH:2]=[CH:7][CH:6]=1, predict the reactants needed to synthesize it. The reactants are: Cl[C:2]1[CH:7]=[CH:6][C:5]([N+:8]([O-])=O)=[CH:4][C:3]=1[S:11]([NH:14][CH2:15][CH2:16][OH:17])(=[O:13])=[O:12]. (5) Given the product [CH3:1][N:2]1[C:11]2[C:6](=[CH:7][CH:8]=[C:9]([S:12]([Cl:17])(=[O:15])=[O:13])[CH:10]=2)[CH2:5][CH2:4][CH2:3]1, predict the reactants needed to synthesize it. The reactants are: [CH3:1][N:2]1[C:11]2[C:6](=[CH:7][CH:8]=[CH:9][CH:10]=2)[CH2:5][CH2:4][CH2:3]1.[SH:12]([O:15]Cl)(=O)=[O:13].[Cl:17]CCl.